Task: Predict the reactants needed to synthesize the given product.. Dataset: Full USPTO retrosynthesis dataset with 1.9M reactions from patents (1976-2016) (1) Given the product [CH:18]1([N:13]2[CH2:14][CH2:15][C:16]3=[CH:17][N:8]([C:5]4[CH:6]=[CH:7][C:2]([N:26]5[C:27](=[O:28])[CH2:29][N:23]([CH3:22])[C:24]5=[O:25])=[CH:3][CH:4]=4)[N:9]=[C:10]3[CH2:11][CH2:12]2)[CH2:21][CH2:20][CH2:19]1, predict the reactants needed to synthesize it. The reactants are: Br[C:2]1[CH:7]=[CH:6][C:5]([N:8]2[CH:17]=[C:16]3[C:10]([CH2:11][CH2:12][N:13]([CH:18]4[CH2:21][CH2:20][CH2:19]4)[CH2:14][CH2:15]3)=[N:9]2)=[CH:4][CH:3]=1.[CH3:22][N:23]1[CH2:29][C:27](=[O:28])[NH:26][C:24]1=[O:25].C(=O)([O-])[O-].[K+].[K+].CNCCNC. (2) The reactants are: [CH2:1]([C:4]1[C:5]([O:13][C:14](=[O:16])[CH3:15])=[CH:6][CH:7]=[C:8]2[C:12]=1[NH:11][N:10]=[CH:9]2)[CH:2]=[CH2:3].[CH2:17]([N:19]=[C:20]=[O:21])[CH3:18]. Given the product [CH2:1]([C:4]1[C:5]([O:13][C:14](=[O:16])[CH3:15])=[CH:6][CH:7]=[C:8]2[C:12]=1[N:11]([C:20](=[O:21])[NH:19][CH2:17][CH3:18])[N:10]=[CH:9]2)[CH:2]=[CH2:3], predict the reactants needed to synthesize it. (3) Given the product [CH3:9][C:4]1[CH:3]=[C:2]([NH:18][CH2:17][CH2:16][C:12]2[CH:11]=[N:10][CH:15]=[CH:14][CH:13]=2)[CH:7]=[CH:6][C:5]=1[CH3:8], predict the reactants needed to synthesize it. The reactants are: I[C:2]1[CH:3]=[C:4]([CH3:9])[C:5]([CH3:8])=[CH:6][CH:7]=1.[N:10]1[CH:15]=[CH:14][CH:13]=[C:12]([CH2:16][CH2:17][NH2:18])[CH:11]=1. (4) Given the product [CH:11]([C:8]1[CH:9]=[CH:10][C:5]([C:3]2[N:14]=[C:15]([NH2:17])[S:16][CH:2]=2)=[CH:6][CH:7]=1)([CH3:13])[CH3:12], predict the reactants needed to synthesize it. The reactants are: Br[CH2:2][C:3]([C:5]1[CH:10]=[CH:9][C:8]([CH:11]([CH3:13])[CH3:12])=[CH:7][CH:6]=1)=O.[NH2:14][C:15]([NH2:17])=[S:16]. (5) Given the product [C:1]([O:5][C:6]([NH:8][CH2:9][CH2:10][C:11]([O:13][CH2:15][C:16]([C:18]1[CH:23]=[CH:22][CH:21]=[CH:20][C:19]=1[O:24][CH3:25])=[O:17])=[O:12])=[O:7])([CH3:4])([CH3:2])[CH3:3], predict the reactants needed to synthesize it. The reactants are: [C:1]([O:5][C:6]([NH:8][CH2:9][CH2:10][C:11]([OH:13])=[O:12])=[O:7])([CH3:4])([CH3:3])[CH3:2].Br[CH2:15][C:16]([C:18]1[CH:23]=[CH:22][CH:21]=[CH:20][C:19]=1[O:24][CH3:25])=[O:17]. (6) Given the product [CH2:19]([C:18]1[N:31]([O:30][CH:27]([CH3:29])[CH3:28])[C:7]2[C:16]3[N:15]=[CH:14][CH:13]=[CH:12][C:11]=3[N:10]=[CH:9][C:8]=2[N:17]=1)[CH2:20][CH2:21][CH3:22], predict the reactants needed to synthesize it. The reactants are: FC(F)(F)S(O[C:7]1[C:16]2[C:11](=[CH:12][CH:13]=[CH:14][N:15]=2)[N:10]=[CH:9][C:8]=1[NH:17][C:18](=O)[CH2:19][CH2:20][CH2:21][CH3:22])(=O)=O.Cl.[CH:27]([O:30][NH2:31])([CH3:29])[CH3:28]. (7) Given the product [O:9]=[C:7]1[NH:6][C:5]2[CH:10]=[CH:11][C:2]([C:13]#[N:14])=[CH:3][C:4]=2[O:8]1, predict the reactants needed to synthesize it. The reactants are: Br[C:2]1[CH:11]=[CH:10][C:5]2[NH:6][C:7](=[O:9])[O:8][C:4]=2[CH:3]=1.[Cu](C#N)[C:13]#[N:14]. (8) Given the product [Cl:21][C:22]1[CH:23]=[C:24]([C:29]2([C:30]([F:31])([F:32])[F:33])[O:36][CH:12]([OH:14])[CH2:35][CH2:34]2)[CH:25]=[C:26]([Cl:28])[CH:27]=1, predict the reactants needed to synthesize it. The reactants are: C1(P(C2C=CC=CC=2)C2N[C:12](=[O:14])C=CC=2)C=CC=CC=1.[Cl:21][C:22]1[CH:23]=[C:24]([C:29]([OH:36])([CH:34]=[CH2:35])[C:30]([F:33])([F:32])[F:31])[CH:25]=[C:26]([Cl:28])[CH:27]=1. (9) Given the product [OH:6][C:7]([C:38]1[CH:39]=[C:40]2[C:45](=[CH:46][CH:47]=1)[CH:44]=[C:43]([C:48]([NH:50][CH3:51])=[O:49])[CH:42]=[CH:41]2)([C:14]1[N:15]=[CH:16][N:17]([C:19]([C:26]2[CH:31]=[CH:30][CH:29]=[CH:28][CH:27]=2)([C:32]2[CH:33]=[CH:34][CH:35]=[CH:36][CH:37]=2)[C:20]2[CH:25]=[CH:24][CH:23]=[CH:22][CH:21]=2)[CH:18]=1)[CH2:8][CH2:9][OH:10], predict the reactants needed to synthesize it. The reactants are: [BH4-].[Na+].[Cl-].[Ca+2].[Cl-].[OH:6][C:7]([C:38]1[CH:47]=[CH:46][C:45]2[C:40](=[CH:41][CH:42]=[C:43]([C:48]([NH:50][CH3:51])=[O:49])[CH:44]=2)[CH:39]=1)([C:14]1[N:15]=[CH:16][N:17]([C:19]([C:32]2[CH:37]=[CH:36][CH:35]=[CH:34][CH:33]=2)([C:26]2[CH:31]=[CH:30][CH:29]=[CH:28][CH:27]=2)[C:20]2[CH:25]=[CH:24][CH:23]=[CH:22][CH:21]=2)[CH:18]=1)[CH2:8][C:9](OCC)=[O:10].Cl.